From a dataset of Catalyst prediction with 721,799 reactions and 888 catalyst types from USPTO. Predict which catalyst facilitates the given reaction. (1) Reactant: [CH3:1][C:2]1([CH3:28])[C:26]2[C:6]([CH:7]=[C:8]3[C:25]=2[CH:24]=[C:23]2[C:10]([C:11]4[CH:12]=[CH:13][CH:14]=[CH:15][C:16]=4[C:17]4[CH:18]=[C:19]([OH:27])[CH:20]=[CH:21][C:22]=42)=[CH:9]3)=[CH:5][CH:4]=[CH:3]1.N1C=CC=CC=1.[F:35][C:36]([F:49])([F:48])[S:37](O[S:37]([C:36]([F:49])([F:48])[F:35])(=[O:39])=[O:38])(=[O:39])=[O:38].O. Product: [F:35][C:36]([F:49])([F:48])[S:37]([O:27][C:19]1[CH:20]=[CH:21][C:22]2[C:23]3[C:10]([C:11]4[CH:12]=[CH:13][CH:14]=[CH:15][C:16]=4[C:17]=2[CH:18]=1)=[CH:9][C:8]1=[CH:7][C:6]2[C:26]([C:2]([CH3:28])([CH3:1])[CH:3]=[CH:4][CH:5]=2)=[C:25]1[CH:24]=3)(=[O:39])=[O:38]. The catalyst class is: 4. (2) Reactant: Br[C:2]1[CH:3]=[CH:4][C:5]([N:8]2[CH2:12][CH2:11][CH:10]([NH:13][CH2:14][CH2:15][CH3:16])[CH2:9]2)=[N:6][CH:7]=1.[Cl:17][C:18]1[CH:19]=[CH:20][C:21]([CH2:24][O:25][C:26]2[CH:31]=[CH:30][NH:29][C:28](=[O:32])[CH:27]=2)=[N:22][CH:23]=1.[Na+].[I-].C([O-])([O-])=O.[K+].[K+].[C@@H]1(N)CCCC[C@H]1N. Product: [Cl:17][C:18]1[CH:19]=[CH:20][C:21]([CH2:24][O:25][C:26]2[CH:31]=[CH:30][N:29]([C:2]3[CH:7]=[N:6][C:5]([N:8]4[CH2:12][CH2:11][CH:10]([NH:13][CH2:14][CH2:15][CH3:16])[CH2:9]4)=[CH:4][CH:3]=3)[C:28](=[O:32])[CH:27]=2)=[N:22][CH:23]=1. The catalyst class is: 185.